Dataset: Catalyst prediction with 721,799 reactions and 888 catalyst types from USPTO. Task: Predict which catalyst facilitates the given reaction. (1) Reactant: [OH:1][C@@H:2]1[CH2:7][CH2:6][C@H:5]([C:8]([OH:10])=[O:9])[CH2:4][CH2:3]1.[C:11](OC(O[C:11]([CH3:14])([CH3:13])[CH3:12])N(C)C)([CH3:14])([CH3:13])[CH3:12]. Product: [C:11]([O:9][C:8]([C@H:5]1[CH2:6][CH2:7][C@@H:2]([OH:1])[CH2:3][CH2:4]1)=[O:10])([CH3:14])([CH3:13])[CH3:12]. The catalyst class is: 48. (2) Reactant: [O:1]1[CH2:5][CH2:4][CH2:3][C@@H:2]1[C:6]([OH:8])=O.Cl.[CH3:10][O:11][CH2:12][CH2:13][O:14][C:15]1[CH:16]=[C:17]2[C:22](=[CH:23][C:24]=1[O:25][CH2:26][CH2:27][O:28][CH3:29])[N:21]=[CH:20][N:19]=[C:18]2[NH:30][C:31]1[CH:36]=[CH:35][C:34]([O:37][CH:38]2[CH2:43][CH2:42][NH:41][CH2:40][CH2:39]2)=[C:33]([CH3:44])[CH:32]=1. Product: [CH3:10][O:11][CH2:12][CH2:13][O:14][C:15]1[CH:16]=[C:17]2[C:22](=[CH:23][C:24]=1[O:25][CH2:26][CH2:27][O:28][CH3:29])[N:21]=[CH:20][N:19]=[C:18]2[NH:30][C:31]1[CH:36]=[CH:35][C:34]([O:37][CH:38]2[CH2:39][CH2:40][N:41]([C:6]([CH:2]3[CH2:3][CH2:4][CH2:5][O:1]3)=[O:8])[CH2:42][CH2:43]2)=[C:33]([CH3:44])[CH:32]=1. The catalyst class is: 9. (3) Reactant: [CH3:1][N:2]1[C:6]([NH2:7])=[CH:5][CH:4]=[N:3]1.[Br:8][CH:9]([CH:12]=O)[CH:10]=O.S(=O)(=O)(O)O. Product: [Br:8][C:9]1[CH:10]=[C:5]2[CH:4]=[N:3][N:2]([CH3:1])[C:6]2=[N:7][CH:12]=1. The catalyst class is: 15. (4) Reactant: [N:1]1([C:6]2[CH:53]=[CH:52][C:9]([CH2:10][NH:11][C:12]([C:14]3[CH:19]=[CH:18][N:17]=[C:16]([C:20]4[CH:25]=[C:24]([N:26]5[CH2:31][CH2:30][CH2:29][CH2:28][CH2:27]5)[CH:23]=[CH:22][C:21]=4[NH:32][C:33]([C:35]4[CH:36]=[C:37]([CH:49]=[CH:50][CH:51]=4)[CH2:38][S:39][CH2:40][CH2:41][C:42]([O:44]C(C)(C)C)=[O:43])=[O:34])[CH:15]=3)=[O:13])=[CH:8][CH:7]=2)[CH:5]=[CH:4][CH:3]=[N:2]1.FC(F)(F)C(O)=O.C(=O)(O)[O-].[Na+]. Product: [N:1]1([C:6]2[CH:7]=[CH:8][C:9]([CH2:10][NH:11][C:12]([C:14]3[CH:19]=[CH:18][N:17]=[C:16]([C:20]4[CH:25]=[C:24]([N:26]5[CH2:31][CH2:30][CH2:29][CH2:28][CH2:27]5)[CH:23]=[CH:22][C:21]=4[NH:32][C:33]([C:35]4[CH:36]=[C:37]([CH:49]=[CH:50][CH:51]=4)[CH2:38][S:39][CH2:40][CH2:41][C:42]([OH:44])=[O:43])=[O:34])[CH:15]=3)=[O:13])=[CH:52][CH:53]=2)[CH:5]=[CH:4][CH:3]=[N:2]1. The catalyst class is: 4. (5) Reactant: [CH3:1][O:2][C:3](=[O:25])[CH2:4][C:5]1[CH:6]=[C:7]([C:13]2[CH:18]=[CH:17][C:16]([C:19]([F:22])([F:21])[F:20])=[CH:15][C:14]=2[CH:23]=O)[C:8]([O:11][CH3:12])=[CH:9][CH:10]=1.[C:26]1([CH2:32][CH2:33][NH2:34])[CH:31]=[CH:30][CH:29]=[CH:28][CH:27]=1.C(O[BH-](OC(=O)C)OC(=O)C)(=O)C.[Na+]. Product: [CH3:1][O:2][C:3](=[O:25])[CH2:4][C:5]1[CH:6]=[C:7]([C:13]2[CH:18]=[CH:17][C:16]([C:19]([F:22])([F:20])[F:21])=[CH:15][C:14]=2[CH2:23][NH:34][CH2:33][CH2:32][C:26]2[CH:31]=[CH:30][CH:29]=[CH:28][CH:27]=2)[C:8]([O:11][CH3:12])=[CH:9][CH:10]=1. The catalyst class is: 322.